This data is from Peptide-MHC class I binding affinity with 185,985 pairs from IEDB/IMGT. The task is: Regression. Given a peptide amino acid sequence and an MHC pseudo amino acid sequence, predict their binding affinity value. This is MHC class I binding data. (1) The peptide sequence is ETTNWLWTF. The MHC is HLA-A68:23 with pseudo-sequence HLA-A68:23. The binding affinity (normalized) is 0.898. (2) The peptide sequence is GPRWPRRMP. The MHC is HLA-A30:01 with pseudo-sequence HLA-A30:01. The binding affinity (normalized) is 0.196. (3) The peptide sequence is FPIPTEVVA. The MHC is HLA-A29:02 with pseudo-sequence HLA-A29:02. The binding affinity (normalized) is 0.0847. (4) The peptide sequence is SLAGGIIGV. The MHC is HLA-A68:02 with pseudo-sequence HLA-A68:02. The binding affinity (normalized) is 0.641. (5) The peptide sequence is RSNDTELNY. The MHC is HLA-B15:17 with pseudo-sequence HLA-B15:17. The binding affinity (normalized) is 0.719. (6) The peptide sequence is SVLTILYYGA. The MHC is HLA-A02:02 with pseudo-sequence HLA-A02:02. The binding affinity (normalized) is 0.302.